Dataset: Reaction yield outcomes from USPTO patents with 853,638 reactions. Task: Predict the reaction yield, written as a fraction of the theoretical maximum amount of product (1.0 means a 100% yield; for example, 0.34 means a 34% yield). (1) The reactants are [NH2:1][CH:2]1[CH2:7][CH2:6][CH2:5][N:4]([C:8]([O:10][C:11]([CH3:14])([CH3:13])[CH3:12])=[O:9])[CH2:3]1.N1C=CC=CC=1.Cl[C:22]([O:24][CH2:25][C:26]([Cl:29])([Cl:28])[Cl:27])=[O:23].O. The catalyst is O1CCCC1. The product is [Cl:27][C:26]([Cl:29])([Cl:28])[CH2:25][O:24][C:22]([NH:1][CH:2]1[CH2:7][CH2:6][CH2:5][N:4]([C:8]([O:10][C:11]([CH3:14])([CH3:13])[CH3:12])=[O:9])[CH2:3]1)=[O:23]. The yield is 0.462. (2) The reactants are [Br:1][C:2]1[CH:3]=[C:4]([N+:10]([O-])=O)[C:5]([F:9])=[C:6]([F:8])[CH:7]=1.[CH:13]([Mg]Br)=[CH2:14].C1COCC1.[Cl-].[NH4+]. The product is [Br:1][C:2]1[CH:7]=[C:6]([F:8])[C:5]([F:9])=[C:4]2[C:3]=1[CH:13]=[CH:14][NH:10]2. The catalyst is C1COCC1. The yield is 0.120. (3) The reactants are O[C:2]1[C:3]2[C:4]3[CH2:5][CH:6]([CH2:15][C:16]([O:18][CH2:19][CH3:20])=[O:17])[CH2:7][CH2:8][C:9]=3[S:10][C:11]=2[N:12]=[CH:13][N:14]=1.O=P(Cl)(Cl)[Cl:23]. No catalyst specified. The product is [Cl:23][C:2]1[C:3]2[C:4]3[CH2:5][CH:6]([CH2:15][C:16]([O:18][CH2:19][CH3:20])=[O:17])[CH2:7][CH2:8][C:9]=3[S:10][C:11]=2[N:12]=[CH:13][N:14]=1. The yield is 0.620. (4) The reactants are [F:1][C:2]1[CH:11]=[CH:10][C:9]([NH2:12])=[C:8]2[C:3]=1[CH:4]=[CH:5][CH:6]=[N:7]2.[N+:13]([C:16]1[CH:21]=[C:20]([C:22]([F:25])([F:24])[F:23])[CH:19]=[CH:18][C:17]=1[S:26](Cl)(=[O:28])=[O:27])([O-:15])=[O:14].N1C=CC=CC=1. The catalyst is CN(C1C=CN=CC=1)C.C(Cl)Cl. The product is [F:1][C:2]1[CH:11]=[CH:10][C:9]([NH:12][S:26]([C:17]2[CH:18]=[CH:19][C:20]([C:22]([F:24])([F:25])[F:23])=[CH:21][C:16]=2[N+:13]([O-:15])=[O:14])(=[O:27])=[O:28])=[C:8]2[C:3]=1[CH:4]=[CH:5][CH:6]=[N:7]2. The yield is 0.590. (5) The reactants are [F:1][C:2]([F:14])([C:8]1[CH:13]=[CH:12][CH:11]=[CH:10][CH:9]=1)[CH2:3][O:4][CH2:5][CH:6]=[CH2:7].C1(CCCC[O:25]CCCO)C=CC=CC=1. No catalyst specified. The product is [F:1][C:2]([F:14])([C:8]1[CH:13]=[CH:12][CH:11]=[CH:10][CH:9]=1)[CH2:3][O:4][CH2:5][CH2:6][CH2:7][OH:25]. The yield is 0.960. (6) The reactants are [Cl:1][C:2]1[CH:3]=[C:4]([C:9]#[C:10][Si](C)(C)C)[CH:5]=[C:6]([Cl:8])[CH:7]=1.[OH-].[K+]. The catalyst is CO.O. The product is [Cl:1][C:2]1[CH:3]=[C:4]([C:9]#[CH:10])[CH:5]=[C:6]([Cl:8])[CH:7]=1. The yield is 0.870.